The task is: Predict the reaction yield, written as a fraction of the theoretical maximum amount of product (1.0 means a 100% yield; for example, 0.34 means a 34% yield).. This data is from Reaction yield outcomes from USPTO patents with 853,638 reactions. (1) The reactants are FC(F)(F)C([NH:5][C:6]1[CH:11]=[CH:10][C:9]([S:12](=[O:25])(=[O:24])[NH:13][C:14]2[CH:15]=[CH:16][C:17]3[CH2:21][O:20][B:19]([OH:22])[C:18]=3[CH:23]=2)=[C:8]([CH2:26][C:27]2[O:28][C:29]([CH3:32])=[N:30][N:31]=2)[CH:7]=1)=O. The catalyst is [NH4+].CO. The product is [NH2:5][C:6]1[CH:11]=[CH:10][C:9]([S:12]([NH:13][C:14]2[CH:15]=[CH:16][C:17]3[CH2:21][O:20][B:19]([OH:22])[C:18]=3[CH:23]=2)(=[O:24])=[O:25])=[C:8]([CH2:26][C:27]2[O:28][C:29]([CH3:32])=[N:30][N:31]=2)[CH:7]=1. The yield is 0.370. (2) The reactants are Cl[C:2]1[N:7]=[C:6]([NH:8][C:9]2[CH:13]=[C:12]([CH:14]3[CH2:16][CH2:15]3)[NH:11][N:10]=2)[C:5]([Cl:17])=[CH:4][N:3]=1.[F:18][C:19]1[CH:20]=[CH:21][C:22]([C@@H:25]([NH2:27])[CH3:26])=[N:23][CH:24]=1.CCN(C(C)C)C(C)C. The catalyst is CCCCO. The product is [Cl:17][C:5]1[C:6]([NH:8][C:9]2[CH:13]=[C:12]([CH:14]3[CH2:16][CH2:15]3)[NH:11][N:10]=2)=[N:7][C:2]([NH:27][C@H:25]([C:22]2[CH:21]=[CH:20][C:19]([F:18])=[CH:24][N:23]=2)[CH3:26])=[N:3][CH:4]=1. The yield is 0.750.